Predict the reactants needed to synthesize the given product. From a dataset of Full USPTO retrosynthesis dataset with 1.9M reactions from patents (1976-2016). (1) Given the product [CH3:22][N:7]1[CH:8]=[C:9]([C:12]2[CH:17]=[CH:16][N:15]=[C:14]([NH:18][C:19](=[O:21])[CH3:20])[CH:13]=2)[C:10]2[O:11][C:3]([CH2:2][N:24]3[CH2:30][CH2:29][C:28](=[O:31])[NH:27][CH2:26][CH2:25]3)=[CH:4][C:5]=2[C:6]1=[O:23], predict the reactants needed to synthesize it. The reactants are: Br[CH2:2][C:3]1[O:11][C:10]2[C:9]([C:12]3[CH:17]=[CH:16][N:15]=[C:14]([NH:18][C:19](=[O:21])[CH3:20])[CH:13]=3)=[CH:8][N:7]([CH3:22])[C:6](=[O:23])[C:5]=2[CH:4]=1.[NH:24]1[CH2:30][CH2:29][C:28](=[O:31])[NH:27][CH2:26][CH2:25]1.CCN(C(C)C)C(C)C. (2) Given the product [CH3:21][S:20][C:11]1[N:10]=[C:9]2[N:28]([C:22]3[CH:27]=[CH:26][CH:25]=[CH:24][CH:23]=3)[NH:29][C:15](=[O:17])[C:14]2=[CH:13][N:12]=1, predict the reactants needed to synthesize it. The reactants are: C(N(CC)CC)C.Cl[C:9]1[C:14]([C:15]([O:17]CC)=O)=[CH:13][N:12]=[C:11]([S:20][CH3:21])[N:10]=1.[C:22]1([NH:28][NH2:29])[CH:27]=[CH:26][CH:25]=[CH:24][CH:23]=1. (3) The reactants are: [F:1][C:2]1[CH:3]=[N:4][C:5]([N:8]2[C:16]3[CH2:15][C@H:14]([CH3:17])[N:13]([C:18]([C:20]4[CH:25]=[CH:24]C=[C:22]([C:26]([F:29])([F:28])[F:27])[C:21]=4[F:30])=[O:19])[CH2:12][C:11]=3[N:10]=[N:9]2)=[N:6][CH:7]=1.[N:31]1C=CC=NC=1N1C2CCNCC=2N=N1.FC1C(C(F)(F)F)=NC=CC=1C(O)=O.ClC1C(C(F)(F)F)=CC=CC=1C(O)=O.CCN(C(C)C)C(C)C. Given the product [F:30][C:21]1[C:22]([C:26]([F:27])([F:29])[F:28])=[N:31][CH:24]=[CH:25][C:20]=1[C:18]([N:13]1[C@@H:14]([CH3:17])[CH2:15][C:16]2[N:8]([C:5]3[N:4]=[CH:3][C:2]([F:1])=[CH:7][N:6]=3)[N:9]=[N:10][C:11]=2[CH2:12]1)=[O:19], predict the reactants needed to synthesize it. (4) Given the product [Cl:19][CH2:20][C:21]([N:9]1[CH2:14][CH2:13][CH2:12][CH2:11][CH:10]1[C:15]([O:17][CH3:18])=[O:16])=[O:22], predict the reactants needed to synthesize it. The reactants are: CCN(CC)CC.Cl.[NH:9]1[CH2:14][CH2:13][CH2:12][CH2:11][CH:10]1[C:15]([O:17][CH3:18])=[O:16].[Cl:19][CH2:20][C:21](Cl)=[O:22].C(Cl)Cl.CO. (5) The reactants are: S(Cl)([Cl:3])=O.[NH2:5][C@@H:6]([CH:11]([CH3:13])[CH3:12])[CH2:7][C:8]([OH:10])=[O:9].[CH3:14]O. Given the product [ClH:3].[NH2:5][C@@H:6]([CH:11]([CH3:13])[CH3:12])[CH2:7][C:8]([O:10][CH3:14])=[O:9], predict the reactants needed to synthesize it. (6) Given the product [O:28]=[S:20]1(=[O:29])[C:21]2[CH:27]=[CH:26][CH:25]=[CH:24][C:22]=2[CH2:23][N:17]([C:8]2[CH:7]=[C:6]([NH:5][C:3](=[O:4])[C:2]([O:36][CH3:35])([CH3:31])[CH3:30])[C:15]3[C:10](=[CH:11][CH:12]=[C:13]([CH3:16])[CH:14]=3)[N:9]=2)[CH2:18][CH2:19]1, predict the reactants needed to synthesize it. The reactants are: Br[C:2]([CH3:31])([CH3:30])[C:3]([NH:5][C:6]1[C:15]2[C:10](=[CH:11][CH:12]=[C:13]([CH3:16])[CH:14]=2)[N:9]=[C:8]([N:17]2[CH2:23][C:22]3[CH:24]=[CH:25][CH:26]=[CH:27][C:21]=3[S:20](=[O:29])(=[O:28])[CH2:19][CH2:18]2)[CH:7]=1)=[O:4].C(N)C.[CH3:35][OH:36]. (7) Given the product [CH2:1]([O:19][C:18](=[O:20])[C:17]1[CH:21]=[C:22]([CH3:24])[N:23]=[C:15]([Cl:14])[CH:16]=1)[CH3:2], predict the reactants needed to synthesize it. The reactants are: [CH2:1](OC(=O)C1C=C(C)C(Cl)=NC=1)[CH3:2].[Cl:14][C:15]1[CH:16]=[C:17]([CH:21]=[C:22]([CH3:24])[N:23]=1)[C:18]([OH:20])=[O:19]. (8) Given the product [F:28][C:29]([F:38])([F:39])[C:30]1[CH:37]=[CH:36][C:33]([CH2:34][NH:35][C:13]([C:10]2[S:11][CH:12]=[C:8]([C:5]3[CH:4]=[CH:3][C:2]([Cl:1])=[CH:7][CH:6]=3)[N:9]=2)=[O:15])=[CH:32][CH:31]=1, predict the reactants needed to synthesize it. The reactants are: [Cl:1][C:2]1[CH:7]=[CH:6][C:5]([C:8]2[N:9]=[C:10]([C:13]([OH:15])=O)[S:11][CH:12]=2)=[CH:4][CH:3]=1.C1N=CN(C(N2C=NC=C2)=O)C=1.[F:28][C:29]([F:39])([F:38])[C:30]1[CH:37]=[CH:36][C:33]([CH2:34][NH2:35])=[CH:32][CH:31]=1.C(Cl)(Cl)Cl. (9) Given the product [F:20][C:21]1[CH:22]=[CH:23][C:24]([C@@H:27]2[CH2:32][O:31][CH:30]=[C:29]3[CH2:34][CH2:35][CH2:36][C:37](=[O:38])[N:28]23)=[CH:25][CH:26]=1, predict the reactants needed to synthesize it. The reactants are: C([SiH](CC)CC)C.FC(F)(F)S(O[Si](C)(C)C)(=O)=O.[F:20][C:21]1[CH:26]=[CH:25][C:24]([CH:27]2[CH2:32][O:31][C@@H:30](O)[CH:29]3[CH2:34][CH2:35][CH2:36][C:37](=[O:38])[N:28]23)=[CH:23][CH:22]=1.O. (10) Given the product [CH3:1][C:2]1[O:3][C:4]2[CH:10]=[CH:9][C:8]([O:11][C:13]3[CH:18]=[CH:17][C:16]([N+:19]([O-:21])=[O:20])=[CH:15][C:14]=3[CH3:22])=[CH:7][C:5]=2[N:6]=1, predict the reactants needed to synthesize it. The reactants are: [CH3:1][C:2]1[O:3][C:4]2[CH:10]=[CH:9][C:8]([OH:11])=[CH:7][C:5]=2[N:6]=1.F[C:13]1[CH:18]=[CH:17][C:16]([N+:19]([O-:21])=[O:20])=[CH:15][C:14]=1[CH3:22].C([O-])([O-])=O.[K+].[K+].